This data is from Catalyst prediction with 721,799 reactions and 888 catalyst types from USPTO. The task is: Predict which catalyst facilitates the given reaction. (1) Reactant: [NH:1]1[C:5]2=[N:6][C:7]([C:10]([OH:12])=[O:11])=[CH:8][CH:9]=[C:4]2[CH:3]=[CH:2]1.[CH3:13][Si](C=[N+]=[N-])(C)C. Product: [NH:1]1[C:5]2=[N:6][C:7]([C:10]([O:12][CH3:13])=[O:11])=[CH:8][CH:9]=[C:4]2[CH:3]=[CH:2]1. The catalyst class is: 275. (2) Reactant: B1C2CCCC1CCC2.[Cl:10][C:11]1[CH:16]=[CH:15][C:14]([O:17][C:18]2[CH:23]=[CH:22][C:21]([CH:24]=[CH2:25])=[CH:20][CH:19]=2)=[CH:13][C:12]=1[C:26]([F:29])([F:28])[F:27].[OH-:30].[Na+].OO. Product: [Cl:10][C:11]1[CH:16]=[CH:15][C:14]([O:17][C:18]2[CH:19]=[CH:20][C:21]([CH2:24][CH2:25][OH:30])=[CH:22][CH:23]=2)=[CH:13][C:12]=1[C:26]([F:27])([F:28])[F:29]. The catalyst class is: 20.